From a dataset of Forward reaction prediction with 1.9M reactions from USPTO patents (1976-2016). Predict the product of the given reaction. The product is: [N:6]1[NH:5][CH:4]=[C:3]2[C:7]=1[CH2:8][CH2:9][CH:10]=[C:2]2[C:21]1[CH:22]=[CH:23][C:24]([C:25]#[N:26])=[CH:27][CH:28]=1. Given the reactants O[C:2]1([C:21]2[CH:28]=[CH:27][C:24]([C:25]#[N:26])=[CH:23][CH:22]=2)[CH2:10][CH2:9][CH2:8][C:7]2[N:6](S(C3C=CC(C)=CC=3)(=O)=O)[N:5]=[CH:4][C:3]1=2.OC1(C2C=CC(C#N)=CC=2)CCCC2C1=CN(S(C1C=CC(C)=CC=1)(=O)=O)N=2.Cl.O1CCOCC1, predict the reaction product.